Dataset: Peptide-MHC class I binding affinity with 185,985 pairs from IEDB/IMGT. Task: Regression. Given a peptide amino acid sequence and an MHC pseudo amino acid sequence, predict their binding affinity value. This is MHC class I binding data. (1) The peptide sequence is KDVGDLKQY. The MHC is Mamu-A11 with pseudo-sequence Mamu-A11. The binding affinity (normalized) is 0. (2) The binding affinity (normalized) is 0.408. The MHC is Mamu-A11 with pseudo-sequence Mamu-A11. The peptide sequence is AENLWVFVY. (3) The peptide sequence is RLRAEAQVK. The MHC is HLA-B58:01 with pseudo-sequence HLA-B58:01. The binding affinity (normalized) is 0. (4) The peptide sequence is LPIFFCLWVY. The MHC is HLA-A02:02 with pseudo-sequence HLA-A02:02. The binding affinity (normalized) is 0.115. (5) The peptide sequence is LTSLGLLYTV. The MHC is HLA-A02:01 with pseudo-sequence HLA-A02:01. The binding affinity (normalized) is 0.502. (6) The peptide sequence is YYKDDISYF. The MHC is HLA-B07:02 with pseudo-sequence HLA-B07:02. The binding affinity (normalized) is 0.0847.